This data is from Reaction yield outcomes from USPTO patents with 853,638 reactions. The task is: Predict the reaction yield, written as a fraction of the theoretical maximum amount of product (1.0 means a 100% yield; for example, 0.34 means a 34% yield). The reactants are [NH2:1][C:2]1[CH:6]=[C:5]([Br:7])[S:4][C:3]=1[C:8]([NH:10][CH2:11][C:12]1[CH:17]=[CH:16][C:15]([O:18][CH3:19])=[CH:14][CH:13]=1)=[O:9].[O-]S([O-])(=O)=O.[Mg+2].CO[C:28](OC)([CH3:30])[CH3:29].CC1C=CC(S(O)(=O)=O)=CC=1.C([O-])(O)=O.[Na+]. The catalyst is CC(N(C)C)=O. The product is [Br:7][C:5]1[S:4][C:3]2[C:8](=[O:9])[N:10]([CH2:11][C:12]3[CH:17]=[CH:16][C:15]([O:18][CH3:19])=[CH:14][CH:13]=3)[C:28]([CH3:30])([CH3:29])[NH:1][C:2]=2[CH:6]=1. The yield is 0.620.